From a dataset of Forward reaction prediction with 1.9M reactions from USPTO patents (1976-2016). Predict the product of the given reaction. (1) Given the reactants [C:1]1([CH:7]2[CH2:12][CH2:11][C:10](=O)[CH2:9][CH2:8]2)[CH:6]=[CH:5][CH:4]=[CH:3][CH:2]=1.Cl.[NH2:15][OH:16].C([O-])(=O)C.[Na+], predict the reaction product. The product is: [OH:16][N:15]=[C:10]1[CH2:11][CH2:12][CH:7]([C:1]2[CH:6]=[CH:5][CH:4]=[CH:3][CH:2]=2)[CH2:8][CH2:9]1. (2) Given the reactants [CH2:1]([C@H:5]1[C@@H:10]([NH2:11])[CH2:9][CH2:8][C@@H:7]([N:12]([CH:14]([CH3:16])[CH3:15])[CH3:13])[CH2:6]1)[CH2:2][CH2:3][CH3:4].CN(C(ON1N=NC2C=CC=NC1=2)=[N+](C)C)C.F[P-](F)(F)(F)(F)F.[C:41]([NH:48][C@@H:49]([C:51](O)=[O:52])[CH3:50])([O:43][C:44]([CH3:47])([CH3:46])[CH3:45])=[O:42].C(N(CC)C(C)C)(C)C, predict the reaction product. The product is: [CH2:1]([C@@H:5]1[CH2:6][C@H:7]([N:12]([CH:14]([CH3:15])[CH3:16])[CH3:13])[CH2:8][CH2:9][C@@H:10]1[NH:11][C:51](=[O:52])[C@H:49]([NH:48][C:41](=[O:42])[O:43][C:44]([CH3:46])([CH3:45])[CH3:47])[CH3:50])[CH2:2][CH2:3][CH3:4]. (3) Given the reactants [OH:1][C:2]1[CH:11]=[CH:10][C:5]2[C:6](=[O:9])[CH2:7][O:8][C:4]=2[C:3]=1[CH2:12][N:13]1[CH2:18][CH2:17][N:16]([CH3:19])[CH2:15][CH2:14]1.[NH:20]1[C:28]2[C:23](=[CH:24][CH:25]=[CH:26][CH:27]=2)[C:22]([CH:29]=O)=[N:21]1.N1CCCCC1, predict the reaction product. The product is: [NH:20]1[C:28]2[C:23](=[CH:24][CH:25]=[CH:26][CH:27]=2)[C:22](/[CH:29]=[C:7]2\[O:8][C:4]3[C:3]([CH2:12][N:13]4[CH2:14][CH2:15][N:16]([CH3:19])[CH2:17][CH2:18]4)=[C:2]([OH:1])[CH:11]=[CH:10][C:5]=3[C:6]\2=[O:9])=[N:21]1.